The task is: Predict the product of the given reaction.. This data is from Forward reaction prediction with 1.9M reactions from USPTO patents (1976-2016). Given the reactants [C:1]([C:3]1[C:11]2[O:10][CH2:9][CH2:8][C:7]=2[C:6]([NH:12][C:13](=[O:15])[CH3:14])=[CH:5][CH:4]=1)#[N:2].Cl.NC1C2CCCCC=2C(C#N)=CC=1.[OH:30][C@H:31]1[C@@H]2[N:34]([C:35](=[O:52])N(C3C4CCCCC=4C(C#N)=CC=3)C2=O)[CH2:33][CH2:32]1, predict the reaction product. The product is: [OH:30][C@H:31]1[C@@H:14]2[N:34]([C:35](=[O:52])[N:12]([C:6]3[C:7]4[CH2:8][CH2:9][O:10][C:11]=4[C:3]([C:1]#[N:2])=[CH:4][CH:5]=3)[C:13]2=[O:15])[CH2:33][CH2:32]1.